This data is from Forward reaction prediction with 1.9M reactions from USPTO patents (1976-2016). The task is: Predict the product of the given reaction. (1) The product is: [CH3:18][C@@H:11]1[CH2:10][C:9]2[C:14](=[CH:15][CH:16]=[C:7]([C:1]([CH3:3])=[CH2:2])[CH:8]=2)[C:13](=[O:17])[O:12]1. Given the reactants [C:1]([Mg]Br)([CH3:3])=[CH2:2].Br[C:7]1[CH:8]=[C:9]2[C:14](=[CH:15][CH:16]=1)[C:13](=[O:17])[O:12][C@H:11]([CH3:18])[CH2:10]2.CC(C1C=C(C(C)C)C(C2C=CC=CC=2P(C2CCCCC2)C2CCCCC2)=C(C(C)C)C=1)C, predict the reaction product. (2) Given the reactants [Br:1][C:2]1[CH:3]=[C:4]2[C:14](=[CH:15][CH:16]=1)[O:13][C:7]1([CH2:12][CH2:11][CH2:10][O:9][CH2:8]1)[CH2:6][C:5]2([NH:20][C:21]([O:23][C:24]([CH3:27])([CH3:26])[CH3:25])=[O:22])[C:17]([O-])=[O:18].[H-].[H-].[H-].[H-].[Li+].[Al+3], predict the reaction product. The product is: [Br:1][C:2]1[CH:3]=[C:4]2[C:14](=[CH:15][CH:16]=1)[O:13][C:7]1([CH2:12][CH2:11][CH2:10][O:9][CH2:8]1)[CH2:6][C:5]2([NH:20][C:21](=[O:22])[O:23][C:24]([CH3:26])([CH3:25])[CH3:27])[CH2:17][OH:18]. (3) Given the reactants O/[CH:2]=[C:3](/[CH2:8][C:9]1[CH:10]=[N:11][C:12]([O:15][CH3:16])=[N:13][CH:14]=1)\[C:4]([O:6]C)=O.[NH2:17][C:18]([NH2:20])=[S:19], predict the reaction product. The product is: [CH3:16][O:15][C:12]1[N:11]=[CH:10][C:9]([CH2:8][C:3]2[C:4](=[O:6])[NH:17][C:18](=[S:19])[NH:20][CH:2]=2)=[CH:14][N:13]=1. (4) Given the reactants [F:1][C:2]1[CH:7]=[CH:6][C:5]([CH:8]=[CH:9][C:10]([C:12]2[S:13][CH:14]=[CH:15][CH:16]=2)=O)=[CH:4][CH:3]=1.O.[NH2:18][NH2:19], predict the reaction product. The product is: [F:1][C:2]1[CH:7]=[CH:6][C:5]([CH:8]2[NH:19][NH:18][C:10]([C:12]3[S:13][CH:14]=[CH:15][CH:16]=3)=[CH:9]2)=[CH:4][CH:3]=1. (5) Given the reactants C(OC([N:8]1[C:16]2[C:11](=[CH:12][C:13]([C:17](O)=[O:18])=[CH:14][CH:15]=2)[CH:10]=[C:9]1[C:20]1[C:28]2[C:23](=[CH:24][C:25](Cl)=[CH:26][CH:27]=2)[NH:22][N:21]=1)=O)(C)(C)C.[CH3:30][N:31]1[CH2:36][CH2:35][NH:34][CH2:33][CH2:32]1.C(Cl)CCl.C1C=NC2N(O)N=NC=2C=1.C(N(CC)CC)C, predict the reaction product. The product is: [CH3:30][N:31]1[CH2:36][CH2:35][N:34]([C:17]([C:13]2[CH:12]=[C:11]3[C:16](=[CH:15][CH:14]=2)[NH:8][C:9]([C:20]2[C:28]4[C:23](=[CH:24][CH:25]=[CH:26][CH:27]=4)[NH:22][N:21]=2)=[CH:10]3)=[O:18])[CH2:33][CH2:32]1.